Task: Predict the reactants needed to synthesize the given product.. Dataset: Full USPTO retrosynthesis dataset with 1.9M reactions from patents (1976-2016) (1) Given the product [NH2:1][C@@H:4]([C@H:40]([C:48]1[CH:53]=[C:52]([F:54])[CH:51]=[C:50]([F:55])[CH:49]=1)[C:41]1[CH:42]=[CH:43][C:44]([F:47])=[CH:45][CH:46]=1)[C:5]([NH:7][C:8]1[CH:9]=[N:10][CH:11]=[C:12]([F:39])[C:13]=1[CH2:14][CH2:15][C@@H:16]1[N:21]([S:22]([C:25]2[CH:26]=[CH:27][CH:28]=[CH:29][CH:30]=2)(=[O:24])=[O:23])[C@H:20]([CH3:31])[CH2:19][N:18]([C:32]([O:34][C:35]([CH3:38])([CH3:37])[CH3:36])=[O:33])[CH2:17]1)=[O:6], predict the reactants needed to synthesize it. The reactants are: [N:1]([C@@H:4]([C@H:40]([C:48]1[CH:53]=[C:52]([F:54])[CH:51]=[C:50]([F:55])[CH:49]=1)[C:41]1[CH:46]=[CH:45][C:44]([F:47])=[CH:43][CH:42]=1)[C:5]([NH:7][C:8]1[CH:9]=[N:10][CH:11]=[C:12]([F:39])[C:13]=1[CH2:14][CH2:15][C@@H:16]1[N:21]([S:22]([C:25]2[CH:30]=[CH:29][CH:28]=[CH:27][CH:26]=2)(=[O:24])=[O:23])[C@H:20]([CH3:31])[CH2:19][N:18]([C:32]([O:34][C:35]([CH3:38])([CH3:37])[CH3:36])=[O:33])[CH2:17]1)=[O:6])=[N+]=[N-].[H][H].CO. (2) Given the product [C:22]([C:24]1[CH:25]=[C:26]([C:27]2[O:29][N:38]=[C:39]([C:40]3[CH:48]=[C:47]4[C:43]([C:44]([CH2:49][CH2:50][C:51]([O:53][C:54]([CH3:57])([CH3:56])[CH3:55])=[O:52])=[CH:45][NH:46]4)=[CH:42][CH:41]=3)[N:58]=2)[CH:30]=[CH:31][C:32]=1[O:33][CH:34]([CH3:36])[CH3:35])#[N:23], predict the reactants needed to synthesize it. The reactants are: CCN=C=NCCCN(C)C.C1C=CC2N(O)N=NC=2C=1.[C:22]([C:24]1[CH:25]=[C:26]([CH:30]=[CH:31][C:32]=1[O:33][CH:34]([CH3:36])[CH3:35])[C:27]([OH:29])=O)#[N:23].O[NH:38][C:39](=[NH:58])[C:40]1[CH:48]=[C:47]2[C:43]([C:44]([CH2:49][CH2:50][C:51]([O:53][C:54]([CH3:57])([CH3:56])[CH3:55])=[O:52])=[CH:45][NH:46]2)=[CH:42][CH:41]=1. (3) Given the product [Br:1][C:2]1[C:7]([Cl:8])=[CH:6][C:5]([N:9]2[C:18]3[C:13](=[CH:14][C:15]([S:20]([NH:38][C:39]4[CH:43]=[CH:42][O:41][N:40]=4)(=[O:22])=[O:21])=[C:16]([F:19])[CH:17]=3)[CH:12]=[CH:11][C:10]2=[O:35])=[C:4]([O:36][CH3:37])[CH:3]=1, predict the reactants needed to synthesize it. The reactants are: [Br:1][C:2]1[C:7]([Cl:8])=[CH:6][C:5]([N:9]2[C:18]3[C:13](=[CH:14][C:15]([S:20](OC4C(F)=C(F)C(F)=C(F)C=4F)(=[O:22])=[O:21])=[C:16]([F:19])[CH:17]=3)[CH:12]=[CH:11][C:10]2=[O:35])=[C:4]([O:36][CH3:37])[CH:3]=1.[NH2:38][C:39]1[CH:43]=[CH:42][O:41][N:40]=1.C1COCC1.C[Si]([N-][Si](C)(C)C)(C)C.[Li+]. (4) The reactants are: Br[C:2]1[CH:3]=[C:4]2[C:10]([C:11]3[N:15]([CH2:16][O:17][CH2:18][CH2:19][Si:20]([CH3:23])([CH3:22])[CH3:21])[C:14]4[CH:24]=[CH:25][C:26]([O:28][C:29]([F:32])([F:31])[F:30])=[CH:27][C:13]=4[N:12]=3)=[N:9][N:8]([CH2:33][O:34][CH2:35][CH2:36][Si:37]([CH3:40])([CH3:39])[CH3:38])[C:5]2=[N:6][CH:7]=1.CC1(C)C(C)(C)OB([C:49]2[CH:50]=[C:51]([CH:55]=[O:56])[CH:52]=[N:53][CH:54]=2)O1. Given the product [F:30][C:29]([F:31])([F:32])[O:28][C:26]1[CH:25]=[CH:24][C:14]2[N:15]([CH2:16][O:17][CH2:18][CH2:19][Si:20]([CH3:21])([CH3:23])[CH3:22])[C:11]([C:10]3[C:4]4[C:5](=[N:6][CH:7]=[C:2]([C:49]5[CH:50]=[C:51]([CH:55]=[O:56])[CH:52]=[N:53][CH:54]=5)[CH:3]=4)[N:8]([CH2:33][O:34][CH2:35][CH2:36][Si:37]([CH3:40])([CH3:39])[CH3:38])[N:9]=3)=[N:12][C:13]=2[CH:27]=1, predict the reactants needed to synthesize it. (5) The reactants are: [CH2:1]([O:8][C:9]([NH:11][C:12]1[C:17](=[O:18])[N:16]2[C@H:19]([C:22]([O:24][C:25]([CH3:28])([CH3:27])[CH3:26])=[O:23])[CH2:20][CH2:21][C:15]2=[N:14][CH:13]=1)=[O:10])[C:2]1[CH:7]=[CH:6][CH:5]=[CH:4][CH:3]=1.[CH3:29]I. Given the product [C:25]([O:24][C:22]([C:19]1([CH3:29])[N:16]2[C:17](=[O:18])[C:12]([NH:11][C:9]([O:8][CH2:1][C:2]3[CH:7]=[CH:6][CH:5]=[CH:4][CH:3]=3)=[O:10])=[CH:13][N:14]=[C:15]2[CH2:21][CH2:20]1)=[O:23])([CH3:28])([CH3:27])[CH3:26], predict the reactants needed to synthesize it. (6) Given the product [Cl:20][C:18]1[S:17][CH:16]=[C:15](/[C:12](/[CH2:13][CH3:14])=[C:11](\[C:21]2[CH:26]=[CH:25][C:24]([OH:27])=[CH:23][CH:22]=2)/[C:8]2[CH:9]=[CH:10][C:5]([O:4][CH2:3][CH2:2][NH:29][CH3:28])=[CH:6][CH:7]=2)[CH:19]=1, predict the reactants needed to synthesize it. The reactants are: Cl[CH2:2][CH2:3][O:4][C:5]1[CH:10]=[CH:9][C:8](/[C:11](/[C:21]2[CH:26]=[CH:25][C:24]([OH:27])=[CH:23][CH:22]=2)=[C:12](/[C:15]2[CH:19]=[C:18]([Cl:20])[S:17][CH:16]=2)\[CH2:13][CH3:14])=[CH:7][CH:6]=1.[CH3:28][NH2:29]. (7) Given the product [N+:28]([C:31]1[CH:32]=[CH:33][C:34]([N:39]2[CH2:11][CH2:12][N:13]([CH2:16][CH2:17][CH:18]3[CH2:19][C:20]4([CH2:24][CH2:25][CH2:27][CH2:26]4)[C:21](=[O:23])[O:22]3)[CH2:14][CH2:15]2)=[C:35]([CH:38]=1)[C:36]#[N:37])([O-:30])=[O:29], predict the reactants needed to synthesize it. The reactants are: N1C2C=CC=CC=2N=C1C1[CH2:15][CH2:14][N:13]([CH2:16][CH2:17][CH:18]2[O:22][C:21](=[O:23])[C:20]([CH2:26][CH3:27])([CH2:24][CH3:25])[CH2:19]2)[CH2:12][CH2:11]1.[N+:28]([C:31]1[CH:32]=[CH:33][C:34]([N:39]2CCNCC2)=[C:35]([CH:38]=1)[C:36]#[N:37])([O-:30])=[O:29].N1(C2C=CC=CC=2C#N)CCNCC1.CC1C=CC(S(OCCC2CC3(CCCC3)C(=O)O2)(=O)=O)=CC=1.CC1C=CC(S(OCCC2CC(CC)(CC)C(=O)O2)(=O)=O)=CC=1.